Dataset: TCR-epitope binding with 47,182 pairs between 192 epitopes and 23,139 TCRs. Task: Binary Classification. Given a T-cell receptor sequence (or CDR3 region) and an epitope sequence, predict whether binding occurs between them. (1) The epitope is ELAGIGILTV. The TCR CDR3 sequence is CASSQTGLAYNSPLHF. Result: 0 (the TCR does not bind to the epitope). (2) The epitope is MPASWVMRI. The TCR CDR3 sequence is CASGPTAGGTDTQYF. Result: 0 (the TCR does not bind to the epitope). (3) The epitope is ALSKGVHFV. The TCR CDR3 sequence is CASSLYRGRYEQYF. Result: 1 (the TCR binds to the epitope). (4) The epitope is YVLDHLIVV. The TCR CDR3 sequence is CASRTGQGAYEQYF. Result: 0 (the TCR does not bind to the epitope).